This data is from Rat liver microsome stability data. The task is: Regression/Classification. Given a drug SMILES string, predict its absorption, distribution, metabolism, or excretion properties. Task type varies by dataset: regression for continuous measurements (e.g., permeability, clearance, half-life) or binary classification for categorical outcomes (e.g., BBB penetration, CYP inhibition). Dataset: rlm. The molecule is FC(F)(F)CC(c1cccs1)c1c(-c2ccccc2)[nH]c2cc(C(F)(F)F)ccc12. The result is 0 (unstable in rat liver microsomes).